From a dataset of Forward reaction prediction with 1.9M reactions from USPTO patents (1976-2016). Predict the product of the given reaction. (1) Given the reactants C(NC(C)C)(C)C.C([Li])CCC.[C:13]([OH:19])(=[O:18])/[C:14](=[CH:16]/[CH3:17])/[CH3:15].[CH3:20][C:21]([CH3:23])=[O:22], predict the reaction product. The product is: [OH:22][C:21]([C:14]([CH3:15])([CH:16]=[CH2:17])[C:13]([OH:19])=[O:18])([CH3:23])[CH3:20]. (2) Given the reactants [CH3:1][O:2][C:3](=[O:31])[C@H:4]([CH2:16][C:17]1[CH:22]=[CH:21][C:20]([C:23]2[CH:28]=[CH:27][CH:26]=[CH:25][C:24]=2[CH:29]=[O:30])=[CH:19][CH:18]=1)[NH:5][C:6](=[O:15])[C:7]1[C:12]([Cl:13])=[CH:11][CH:10]=[CH:9][C:8]=1[Cl:14].[O-:32][Mn](=O)(=O)=O.[K+], predict the reaction product. The product is: [CH3:1][O:2][C:3](=[O:31])[C@H:4]([CH2:16][C:17]1[CH:22]=[CH:21][C:20]([C:23]2[CH:28]=[CH:27][CH:26]=[CH:25][C:24]=2[C:29]([OH:32])=[O:30])=[CH:19][CH:18]=1)[NH:5][C:6](=[O:15])[C:7]1[C:8]([Cl:14])=[CH:9][CH:10]=[CH:11][C:12]=1[Cl:13].